From a dataset of Catalyst prediction with 721,799 reactions and 888 catalyst types from USPTO. Predict which catalyst facilitates the given reaction. (1) Reactant: [Cl:1][C:2]1[N:3]=[CH:4][N:5](COCC[Si](C)(C)C)[C:6]=1[C:7]([NH:9][CH2:10][C:11]1[CH:16]=[CH:15][C:14]([Cl:17])=[C:13]([O:18][C:19]2[CH:24]=[C:23]([CH:25]([F:27])[F:26])[CH:22]=[C:21]([C:28]#[N:29])[CH:20]=2)[C:12]=1[F:30])=[O:8].C(O)(C(F)(F)F)=O. Product: [Cl:1][C:2]1[N:3]=[CH:4][NH:5][C:6]=1[C:7]([NH:9][CH2:10][C:11]1[CH:16]=[CH:15][C:14]([Cl:17])=[C:13]([O:18][C:19]2[CH:24]=[C:23]([CH:25]([F:26])[F:27])[CH:22]=[C:21]([C:28]#[N:29])[CH:20]=2)[C:12]=1[F:30])=[O:8]. The catalyst class is: 2. (2) The catalyst class is: 231. Reactant: Br[C:2]1[CH:3]=[C:4]([NH:10][C@@H:11]2[CH2:16][CH2:15][CH2:14][CH2:13][C@@H:12]2[NH:17][C:18](=[O:24])[O:19][C:20]([CH3:23])([CH3:22])[CH3:21])[CH:5]=[CH:6][C:7]=1[C:8]#[N:9].[CH3:25][C:26]1[CH:27]=[C:28]([CH:30]=[C:31]([CH3:33])[CH:32]=1)[NH2:29].C1C=CC(P(C2C(C3C(P(C4C=CC=CC=4)C4C=CC=CC=4)=CC=C4C=3C=CC=C4)=C3C(C=CC=C3)=CC=2)C2C=CC=CC=2)=CC=1.C([O-])([O-])=O.[K+].[K+]. Product: [C:8]([C:7]1[CH:6]=[CH:5][C:4]([NH:10][C@@H:11]2[CH2:16][CH2:15][CH2:14][CH2:13][C@@H:12]2[NH:17][C:18](=[O:24])[O:19][C:20]([CH3:23])([CH3:22])[CH3:21])=[CH:3][C:2]=1[NH:29][C:28]1[CH:30]=[C:31]([CH3:33])[CH:32]=[C:26]([CH3:25])[CH:27]=1)#[N:9]. (3) Reactant: [NH2:1][C:2]1[CH:9]=[C:8]([CH3:10])[C:5]([CH:6]=[O:7])=[C:4]([CH3:11])[CH:3]=1.[C:12]1([S:18](Cl)(=[O:20])=[O:19])[CH:17]=[CH:16][CH:15]=[CH:14][CH:13]=1.[Cl-].[NH4+]. Product: [CH3:11][C:4]1[CH:3]=[C:2]([NH:1][S:18]([C:12]2[CH:17]=[CH:16][CH:15]=[CH:14][CH:13]=2)(=[O:20])=[O:19])[CH:9]=[C:8]([CH3:10])[C:5]=1[CH:6]=[O:7]. The catalyst class is: 202. (4) The catalyst class is: 43. Reactant: [N+:1]([C:4]1[N:9]=[CH:8][C:7]([N:10]2[CH2:13][CH:12]([OH:14])[CH2:11]2)=[CH:6][CH:5]=1)([O-])=O.C(O)C. Product: [NH2:1][C:4]1[N:9]=[CH:8][C:7]([N:10]2[CH2:11][CH:12]([OH:14])[CH2:13]2)=[CH:6][CH:5]=1. (5) Reactant: [F:1][C:2]1[C:44]([F:45])=[C:43](I)[CH:42]=[CH:41][C:3]=1[CH2:4][N:5]1[C:14](=[O:15])[C:13]([C:16]([NH:18][C:19]2[CH:24]=[CH:23][C:22]([C:25]([F:28])([F:27])[F:26])=[CH:21][C:20]=2[C:29]2[CH:34]=[C:33]([C:35]([F:38])([F:37])[F:36])[N:32]=[CH:31][N:30]=2)=[O:17])=[C:12]([OH:39])[C:7]2([CH2:11][CH2:10][CH2:9][CH2:8]2)[N:6]1[CH3:40].CC1C=CC=C(C)C=1NC(=O)C([O-])=O.P([O-])([O-])([O-])=O.[K+].[K+].[K+].[CH3:69][O:70][CH2:71][CH2:72][N:73]([CH3:77])[CH2:74][CH2:75][NH2:76].N. Product: [F:1][C:2]1[C:44]([F:45])=[C:43]([NH:76][CH2:75][CH2:74][N:73]([CH2:72][CH2:71][O:70][CH3:69])[CH3:77])[CH:42]=[CH:41][C:3]=1[CH2:4][N:5]1[C:14](=[O:15])[C:13]([C:16]([NH:18][C:19]2[CH:24]=[CH:23][C:22]([C:25]([F:28])([F:27])[F:26])=[CH:21][C:20]=2[C:29]2[CH:34]=[C:33]([C:35]([F:38])([F:37])[F:36])[N:32]=[CH:31][N:30]=2)=[O:17])=[C:12]([OH:39])[C:7]2([CH2:11][CH2:10][CH2:9][CH2:8]2)[N:6]1[CH3:40]. The catalyst class is: 419. (6) Reactant: [C:1](=O)([O-])[O-].[K+].[K+].FC(F)(F)C([N:11]=[S:12]([C:14]1[C:22]2[C:17](=[CH:18][C:19]([C:23]([N:25]3[CH2:30][CH2:29][O:28][CH2:27][CH2:26]3)=[O:24])=[CH:20][CH:21]=2)[N:16]([C:31]2[N:36]=[CH:35][C:34]([C:37]3[CH:42]=[CH:41][CH:40]=[CH:39][C:38]=3[F:43])=[CH:33][N:32]=2)[C:15]=1C)[O-:13])=O. Product: [F:43][C:38]1[CH:39]=[CH:40][CH:41]=[CH:42][C:37]=1[C:34]1[CH:33]=[N:32][C:31]([N:16]2[C:17]3[C:22](=[CH:21][CH:20]=[C:19]([C:23]([N:25]4[CH2:26][CH2:27][O:28][CH2:29][CH2:30]4)=[O:24])[CH:18]=3)[C:14]([S:12]([CH3:1])(=[NH:11])=[O:13])=[CH:15]2)=[N:36][CH:35]=1. The catalyst class is: 382. (7) Reactant: [CH2:1]([N:8]1[C:17](=[O:18])[C:16]2[C:11](=[N:12][C:13]([Cl:19])=[CH:14][N:15]=2)[N:10]=[C:9]1[CH:20]([NH:24][CH2:25][C:26]([NH:29][C:30](=O)[C:31]1[CH:36]=[CH:35][C:34]([CH3:37])=[C:33]([F:38])[CH:32]=1)([CH3:28])[CH3:27])[CH:21]([CH3:23])[CH3:22])[C:2]1[CH:7]=[CH:6][CH:5]=[CH:4][CH:3]=1. Product: [CH2:1]([N:8]1[C:17](=[O:18])[C:16]2[C:11](=[N:12][C:13]([Cl:19])=[CH:14][N:15]=2)[N:10]=[C:9]1[CH:20]([N:24]1[CH2:25][C:26]([CH3:27])([CH3:28])[N:29]=[C:30]1[C:31]1[CH:36]=[CH:35][C:34]([CH3:37])=[C:33]([F:38])[CH:32]=1)[CH:21]([CH3:23])[CH3:22])[C:2]1[CH:7]=[CH:6][CH:5]=[CH:4][CH:3]=1. The catalyst class is: 286. (8) Reactant: [CH3:1][C:2]1[C:7]([CH2:8][OH:9])=[C:6]([CH3:10])[CH:5]=[CH:4][N:3]=1.[N+:11]([C:14]1[CH:19]=[CH:18][C:17]([O:20][C:21](=O)[O:22]C2C=CC([N+]([O-])=O)=CC=2)=[CH:16][CH:15]=1)([O-:13])=[O:12].CN1CCOCC1. Product: [C:21](=[O:22])([O:20][C:17]1[CH:16]=[CH:15][C:14]([N+:11]([O-:13])=[O:12])=[CH:19][CH:18]=1)[O:9][CH2:8][C:7]1[C:2]([CH3:1])=[N:3][CH:4]=[CH:5][C:6]=1[CH3:10]. The catalyst class is: 2. (9) Reactant: Br[C:2]1[CH:7]=[CH:6][C:5]([C:8]([C:14]2[CH:15]=[N:16][CH:17]=[N:18][CH:19]=2)([OH:13])[C:9]([CH3:12])([CH3:11])[CH3:10])=[CH:4][CH:3]=1.[F:20][C:21]([F:33])([F:32])[O:22][C:23]1[CH:28]=[CH:27][C:26](B(O)O)=[CH:25][CH:24]=1.C([O-])([O-])=O.[K+].[K+].CN(C=O)C. Product: [CH3:10][C:9]([CH3:12])([CH3:11])[C:8]([C:14]1[CH:15]=[N:16][CH:17]=[N:18][CH:19]=1)([C:5]1[CH:6]=[CH:7][C:2]([C:26]2[CH:25]=[CH:24][C:23]([O:22][C:21]([F:20])([F:32])[F:33])=[CH:28][CH:27]=2)=[CH:3][CH:4]=1)[OH:13]. The catalyst class is: 103. (10) Reactant: Cl[C:2]1[N:11]=[C:10]([NH2:12])[C:9]2[CH:8]=[C:7]3[O:13][CH2:14][O:15][C:6]3=[CH:5][C:4]=2[N:3]=1.[C:16]([O:20][C:21]([N:23]1[CH2:28][CH2:27][CH:26]([NH2:29])[CH2:25][CH2:24]1)=[O:22])([CH3:19])([CH3:18])[CH3:17].C(N(CC)CC)C. Product: [C:16]([O:20][C:21]([N:23]1[CH2:28][CH2:27][CH:26]([NH:29][C:2]2[N:11]=[C:10]([NH2:12])[C:9]3[CH:8]=[C:7]4[O:13][CH2:14][O:15][C:6]4=[CH:5][C:4]=3[N:3]=2)[CH2:25][CH2:24]1)=[O:22])([CH3:19])([CH3:17])[CH3:18]. The catalyst class is: 37.